This data is from Catalyst prediction with 721,799 reactions and 888 catalyst types from USPTO. The task is: Predict which catalyst facilitates the given reaction. (1) Reactant: [Br:1][C:2]1[CH:3]=[C:4]2[C:9](=[CH:10][CH:11]=1)[NH:8][C:7](=O)[CH2:6][CH2:5]2.[Cl:13]C1C(=O)C(C#N)=C(C#N)C(=O)C=1Cl. Product: [Br:1][C:2]1[CH:3]=[C:4]2[C:9](=[CH:10][CH:11]=1)[N:8]=[C:7]([Cl:13])[CH:6]=[CH:5]2. The catalyst class is: 11. (2) Reactant: [NH2:1][C:2]1[CH:7]=[CH:6][C:5]([C:8]2[N:12]([CH2:13][C:14]3[CH:19]=[CH:18][C:17]([O:20][CH3:21])=[CH:16][CH:15]=3)[C:11]3[CH:22]=[CH:23][C:24]([NH:26][C:27]4[N:32]=[C:31]([C:33]5[C:41]6[C:36](=[CH:37][CH:38]=[CH:39][CH:40]=6)[NH:35][CH:34]=5)[C:30]([Cl:42])=[CH:29][N:28]=4)=[CH:25][C:10]=3[N:9]=2)=[CH:4][CH:3]=1.C[CH2:44][N:45]([CH:49]([CH3:51])C)[CH:46](C)C.BrC/C=[CH:55]/[C:56](Cl)=[O:57].C(Cl)Cl.CNC.C1COCC1. Product: [Cl:42][C:30]1[C:31]([C:33]2[C:41]3[C:36](=[CH:37][CH:38]=[CH:39][CH:40]=3)[NH:35][CH:34]=2)=[N:32][C:27]([NH:26][C:24]2[CH:23]=[CH:22][C:11]3[N:12]([CH2:13][C:14]4[CH:19]=[CH:18][C:17]([O:20][CH3:21])=[CH:16][CH:15]=4)[C:8]([C:5]4[CH:6]=[CH:7][C:2]([NH:1][C:56](=[O:57])/[CH:55]=[CH:51]/[CH2:49][N:45]([CH3:44])[CH3:46])=[CH:3][CH:4]=4)=[N:9][C:10]=3[CH:25]=2)=[N:28][CH:29]=1. The catalyst class is: 3. (3) Reactant: CO[C:3]1[CH:4]=[C:5]([N+:12]([O-])=O)[C:6]([CH2:9][C:10]#N)=[N:7][CH:8]=1.C[CH2:16][OH:17].CCOC(C)=O. Product: [CH3:16][O:17][C:8]1[N:7]=[C:6]2[CH:9]=[CH:10][NH:12][C:5]2=[CH:4][CH:3]=1. The catalyst class is: 45. (4) Reactant: [CH3:1][C:2]1([CH3:14])[C:6]([CH3:8])([CH3:7])[O:5][B:4]([C:9]2[CH:10]=[N:11][NH:12][CH:13]=2)[O:3]1.Br[CH2:16][CH2:17][C:18]([NH2:20])=[O:19].C(=O)([O-])[O-].[Cs+].[Cs+]. Product: [CH3:1][C:2]1([CH3:14])[C:6]([CH3:7])([CH3:8])[O:5][B:4]([C:9]2[CH:13]=[N:12][N:11]([CH2:16][CH2:17][C:18]([NH2:20])=[O:19])[CH:10]=2)[O:3]1. The catalyst class is: 10. (5) The catalyst class is: 2. Product: [CH:2]([C@@H:3]1[CH2:9][C:6]2([CH2:7][CH2:8]2)[CH2:5][N:4]1[C:10]([O:12][C:13]([CH3:16])([CH3:15])[CH3:14])=[O:11])=[O:1]. Reactant: [OH:1][CH2:2][C@@H:3]1[CH2:9][C:6]2([CH2:8][CH2:7]2)[CH2:5][N:4]1[C:10]([O:12][C:13]([CH3:16])([CH3:15])[CH3:14])=[O:11].CC1(C)N([O])C(C)(C)CCC1.CC(C(O)=O)CN. (6) Reactant: [C:1]1([C:7]([C:15]2[CH:20]=[CH:19][CH:18]=[CH:17][CH:16]=2)([CH:9]2[CH2:14][CH2:13][NH:12][CH2:11][CH2:10]2)O)[CH:6]=[CH:5][CH:4]=[CH:3][CH:2]=1.[F:21][C:22]([F:27])([F:26])[C:23]([OH:25])=[O:24]. Product: [F:21][C:22]([F:27])([F:26])[C:23]([OH:25])=[O:24].[C:1]1([C:7]([C:15]2[CH:20]=[CH:19][CH:18]=[CH:17][CH:16]=2)=[C:9]2[CH2:10][CH2:11][NH:12][CH2:13][CH2:14]2)[CH:2]=[CH:3][CH:4]=[CH:5][CH:6]=1. The catalyst class is: 2.